Dataset: Full USPTO retrosynthesis dataset with 1.9M reactions from patents (1976-2016). Task: Predict the reactants needed to synthesize the given product. (1) Given the product [CH3:17][C:4]1([C:2]([NH2:1])=[O:3])[CH2:9][CH2:8][NH:7][CH2:6][CH2:5]1, predict the reactants needed to synthesize it. The reactants are: [NH2:1][C:2]([C:4]1([CH3:17])[CH2:9][CH2:8][N:7](C(OC(C)(C)C)=O)[CH2:6][CH2:5]1)=[O:3].O.C1(C)C=CC(S(O)(=O)=O)=CC=1.CC1C=CC(S(O)(=O)=O)=CC=1. (2) Given the product [Br:1][C:2]1[CH:7]=[CH:6][CH:5]=[CH:4][C:3]=1[O:8][CH2:9][CH2:10][N:13]([CH3:12])[CH2:14][C:15]1[CH:16]=[N:17][CH:18]=[CH:19][CH:20]=1, predict the reactants needed to synthesize it. The reactants are: [Br:1][C:2]1[CH:7]=[CH:6][CH:5]=[CH:4][C:3]=1[O:8][CH2:9][CH2:10]Cl.[CH3:12][NH:13][CH2:14][C:15]1[CH:16]=[N:17][CH:18]=[CH:19][CH:20]=1. (3) Given the product [CH3:2][C:1]1[NH:21][C:6]2[CH:7]=[C:8]([O:9][CH2:10][CH2:11][CH2:12][C:13]([O:15][CH2:16][CH3:17])=[O:14])[CH:18]=[C:19]([CH3:20])[C:5]=2[N:4]=1, predict the reactants needed to synthesize it. The reactants are: [C:1]([NH:4][C:5]1[C:19]([CH3:20])=[CH:18][C:8]([O:9][CH2:10][CH2:11][CH2:12][C:13]([O:15][CH2:16][CH3:17])=[O:14])=[CH:7][C:6]=1[NH2:21])(=O)[CH3:2].OS(O)(=O)=O. (4) Given the product [CH3:20][O:21][C:22]1[CH:27]=[CH:26][CH:25]=[CH:24][C:23]=1[C:28]1[S:32][C:31]([CH3:33])=[N:30][C:29]=1[C:34]([N:3]1[CH2:4][C@@H:5]2[C@@H:1]([CH2:6]2)[C@H:2]1[CH2:7][NH:8][C:9]([C:11]1[CH:12]=[CH:13][CH:14]=[C:15]2[O:19][CH:18]=[CH:17][C:16]=12)=[O:10])=[O:35], predict the reactants needed to synthesize it. The reactants are: [C@@H:1]12[CH2:6][C@@H:5]1[CH2:4][NH:3][C@@H:2]2[CH2:7][NH:8][C:9]([C:11]1[CH:12]=[CH:13][CH:14]=[C:15]2[O:19][CH:18]=[CH:17][C:16]=12)=[O:10].[CH3:20][O:21][C:22]1[CH:27]=[CH:26][CH:25]=[CH:24][C:23]=1[C:28]1[S:32][C:31]([CH3:33])=[N:30][C:29]=1[C:34](O)=[O:35]. (5) Given the product [Br:1][C:2]1[CH:7]=[CH:6][C:5]([NH:8][C:9]2[CH:10]=[CH:11][C:12]([C:15](=[N:23][OH:24])[CH3:16])=[N:13][CH:14]=2)=[C:4]([C:18]([F:21])([F:20])[F:19])[CH:3]=1, predict the reactants needed to synthesize it. The reactants are: [Br:1][C:2]1[CH:7]=[CH:6][C:5]([NH:8][C:9]2[CH:10]=[CH:11][C:12]([C:15](=O)[CH3:16])=[N:13][CH:14]=2)=[C:4]([C:18]([F:21])([F:20])[F:19])[CH:3]=1.Cl.[NH2:23][OH:24].C(N(CC)CC)C. (6) Given the product [Si:34]([O:1][C@H:2]1[CH2:6][N:5]([C:7]2[C:12]([C:13]([O:15][CH2:16][CH3:17])=[O:14])=[CH:11][N:10]=[C:9]([S:18][CH3:19])[N:8]=2)[C@H:4]([CH2:20][NH:21][S:22]([C:25]2[CH:30]=[CH:29][CH:28]=[CH:27][C:26]=2[N+:31]([O-:33])=[O:32])(=[O:23])=[O:24])[CH2:3]1)([C:37]([CH3:40])([CH3:39])[CH3:38])([CH3:36])[CH3:35], predict the reactants needed to synthesize it. The reactants are: [OH:1][C@H:2]1[CH2:6][N:5]([C:7]2[C:12]([C:13]([O:15][CH2:16][CH3:17])=[O:14])=[CH:11][N:10]=[C:9]([S:18][CH3:19])[N:8]=2)[C@H:4]([CH2:20][NH:21][S:22]([C:25]2[CH:30]=[CH:29][CH:28]=[CH:27][C:26]=2[N+:31]([O-:33])=[O:32])(=[O:24])=[O:23])[CH2:3]1.[Si:34](Cl)([C:37]([CH3:40])([CH3:39])[CH3:38])([CH3:36])[CH3:35].N1C=CN=C1.